From a dataset of CYP2D6 inhibition data for predicting drug metabolism from PubChem BioAssay. Regression/Classification. Given a drug SMILES string, predict its absorption, distribution, metabolism, or excretion properties. Task type varies by dataset: regression for continuous measurements (e.g., permeability, clearance, half-life) or binary classification for categorical outcomes (e.g., BBB penetration, CYP inhibition). Dataset: cyp2d6_veith. (1) The compound is C[C@]12CC[C@@H]3[C@@H](CC=C4C[C@@H](O)CC[C@@]43C)[C@H]1CCC2=O. The result is 0 (non-inhibitor). (2) The drug is CN(C)C[C@@H]1CCC[C@H](CN(C)C)C1=O. The result is 0 (non-inhibitor). (3) The compound is CNS(=O)(=O)c1cnccc1N1CCN(c2ccc(Cl)c(C(F)(F)F)c2)CC1. The result is 1 (inhibitor). (4) The molecule is NC(=O)c1ccc(-c2ncc(-c3ccccc3)o2)cc1. The result is 0 (non-inhibitor). (5) The molecule is COc1ccc(-n2c(=O)c(-c3ccc(Cl)cc3)nc3cncnc32)cc1. The result is 0 (non-inhibitor).